From a dataset of Full USPTO retrosynthesis dataset with 1.9M reactions from patents (1976-2016). Predict the reactants needed to synthesize the given product. Given the product [Br:1][C:2]1[C:3]2[CH:11]=[C:10]([Cl:12])[O:9][C:4]=2[C:5](=[O:8])[N:6]([CH3:13])[CH:7]=1, predict the reactants needed to synthesize it. The reactants are: [Br:1][C:2]1[CH:7]=[N:6][C:5]([OH:8])=[C:4]2[O:9][C:10]([Cl:12])=[CH:11][C:3]=12.[C:13]([O-])([O-])=O.[K+].[K+].CI.